Dataset: B-cell epitopes from IEDB database with 3,159 antigens for binding position prediction. Task: Token-level Classification. Given an antigen amino acid sequence, predict which amino acid positions are active epitope sites capable of antibody binding. Output is a list of indices for active positions. (1) The epitope positions are: [2, 3, 4, 5, 6, 7, 8, 9, 10, 11, 12, 13, 14, 15]. The amino acids at these positions are: LLTEVETPIRNEWG. Given the antigen sequence: MSLLTEVETPIRNEWGCRCNDSSDPLVVAASIIGILHLILWILDRLFFKCIYRLFKHGLKRGPSTEGVPESMREEYRKEQQSAVDADDSHFVNIELE, which amino acid positions are active epitope sites? (2) Given the antigen sequence: MGSQVSTQRSGSHENSNSATEGSTINYTTINYYKDSYAATAGKQSLKQDPDKFANPVKDIFTEMAAPLKSPSAEACGYSDRVAQLTIGNSTITTQEAANIIVGYGEWPSYCSDSDATAVDKPTRPDVSVNRFYTLDTKLWEKSSKGWYWKFPDVLTETGVFGQNAQFHYLYRSGFCIHVQCNASKFHQGALLVAVLPEYVIGTVAGGTGTEDTHPPYKQTQPGADGFELQHPYVLDAGIPISQLTVCPHQWINLRTNNCATIIVPYINALPFDSALNHCNFGLLVVPISPLDYDQGATPVIPITITLAPMCSEFAGLRQAVTQGFPTELKPGTNQFLTTDDGVSAPILPNFHPTPCIHIPGEVRNLLELCQVETILEVNNVPTNATSLMERLRFPVSAQAGKGELCAVFRADPGRNGPWQSTLLGQLCGYYTQWSGSLEVTFMFTGSFMATGKMLIAYTPPGGPLPKDRATAMLGTHVIWDFGLQSSVTLVIPWISNTHY..., which amino acid positions are active epitope sites? The epitope positions are: [695, 696, 697, 698, 699, 700, 701, 702, 703, 704, 705, 706, 707, 708, 709]. The amino acids at these positions are: FDAEFTFVACTPTGE. (3) Given the antigen sequence: MDIDPYKEFGATVELLSFLPSDFFPSVRDLLDTASALYREALESPEHCSPHHTALRQAILCWGELMTLATWVGVNLEDPASRDLVVSYVNTNMGLKFRQLLWFHISCLTFGRETVLEYLVSFGVWIRTPPAYRPPNAPILSTLPETTVVRRRGRSPRRRTPSPR, which amino acid positions are active epitope sites? The epitope positions are: [119, 120, 121, 122, 123, 124, 125, 126, 127, 128, 129, 130, 131, 132, 133, 134, 135, 136, 137, 138... (21 total positions)]. The amino acids at these positions are: VSFGVWIRTPPAYRPPNAPIL. (4) Given the antigen sequence: MANSSLLRVVLVALLLLGSVTVSAGDGRGTPIAFQAEVSKMLDILVNSLYTNRAVFLRELISNGSDALDKIRVLYLTSPKEPLTKDGEAPTMDLRISFDKEKSELILRDGGVGMTKEELAKHLGSLGTSGTKHFLEKLQEGVGAGGGDQNNLIGQFGVGFYSVFLVGDRVRVASKSDDSDEQYVWESKGDGQYFLYPDPRGNTLGRGTEITIELKPDAEQFLSAETIKKTIHQYSEFINFPIYVQEEVEVASTAATPEPAAEEGSLDEGAVEEDPDKEGDTQGVVKERRWTLVNENRPIWTRPIGNVTEEEYHTFYKAFSGDYRDPLYFNHFKVEGEVDFDSILFVPTTVDPASFSDDNSVPNTNIKLYVRRVFITDEFRDLLPRYLNFVKGIVDSNDLPLNVSREVLQESRILRVIKKKLVRKTLSMFADIAAQDEAIANGKQVESPAPSGHTHLKKPAYTKFWELYGKHLRLGVMLDSNNRNRLTKLFRYKSSRSESE..., which amino acid positions are active epitope sites? The epitope positions are: [240, 241, 242, 243, 244, 245, 246, 247, 248, 249, 250, 251, 252, 253, 254, 255, 256, 257, 258, 259]. The amino acids at these positions are: PIYVQEEVEVASTAATPEPA. (5) Given the antigen sequence: QKLPGNDNSTATLCLGHHAVPNGTIVKTITNDQIEVTNATELVQSSSTGGICDSPHQILDGENCTLIDALLGDPQCDGFQNKKWDLFVERSKAYSNCYPYDVPDYASLRSLVASSGTLEFNNESFNWAGVTQNGTSSACKRRSNKSFFSRLNWLTHLKYKYPALNVTMPNNEKFDKLYIWGVHHPVTDSDQISLYAQASGRITVSTKRSQQTVIPNIGYRPRVRDISSRISIYWTIVKPGDILLINSTGNLIAPRGYFKIRSGKSSIMRSDAPIGKCNSECITPNGSIPNDKPFQNVNRITYGACPRYVKQNTLKLATGMRNVPEKQTR, which amino acid positions are active epitope sites? The epitope positions are: [90, 91, 92, 93, 94, 95, 96, 97, 98, 99, 100, 101, 102, 103, 104, 105, 106, 107]. The amino acids at these positions are: SKAYSNCYPYDVPDYASL. (6) Given the antigen sequence: MAKLTILVALALFLLAAHASARQQWELQGDRRCQSQLERANLRPCEQHLMQKIQRDEDSYERDPYSPSQDPYSPSPYDRRGAGSSQHQERCCNELNEFENNQRCMCEALQQIMENQSDRLQGRQQEQQFKRELRNLPQQCGLRAPQRCDLDVESGG, which amino acid positions are active epitope sites? The epitope positions are: [23, 24, 25, 26, 27, 28, 29, 30]. The amino acids at these positions are: QWELQGDR. (7) Given the antigen sequence: MEAALLVCQYTIQSLIHLTGEDPGFFNVEIPEFPFYPTCNVCTADVNVTINFDVGGKKHQLDLDFGQLTPHTKAVYQPRGAFGGSENATNLFLLELLGAGELALTMRSKKLPINVTTGEEQQVSLESVDVYFQDVFGTMWCHHAEMQNPVYLIPETVPYIKWDNCNSTNITAVVRAQGLDVTLPLSLPTSAQDSNFSVKTEMLGNEIDIECIMEDGEISQVLPGDNKFNITCSGYESHVPSGGILTSTSPVATPIPGTGYAYSLRLTPRPVSRFLGNNSILYVFYSGNGPKASGGDYCIQSNIVFSDEIPASQDMPTNTTDITYVGDNATYSVPMVTSEDANSPNVTVTAFWAWPNNTETDFKCKWTLTSGTPSGCENISGAFASNRTFDITVSGLGTAPKTLIITRTATNATTTTHKVIFSKAPESTTTSPTLNTTGFADPNTTTGLPSSTHVPTNLTAPASTGPTVSTADVTSPTPAGTTSGASPVTPSPSPWDNGTE..., which amino acid positions are active epitope sites? The epitope positions are: [54, 55, 56, 57, 58, 59, 60, 61, 62, 63, 64, 65, 66, 67, 68]. The amino acids at these positions are: GGKKHQLDLDFGQLT. (8) Given the antigen sequence: MWNSGFESYGSSSYGGAGGYTQSPGGFGSPAPSQAEKKSRARAQHIVPCTISQLLSATLVDEVFRIGNVEISQVTIVGIIRHAEKAPTNIVYKIDDMTAAPMDVRQWVDTDDTSSENTVVPPETYVKVAGHLRSFQNKKSLVAFKIMPLEDMNEFTTHILEVINAHMVLSKANSQPSAGRAPISNPGMSEAGNFGGNSFMPANGLTVAQNQVLNLIKACPRPEGLNFQDLKNQLKHMSVSSIKQAVDFLSNEGHIYSTVDDDHFKSTDAE, which amino acid positions are active epitope sites? The epitope positions are: [132, 133, 134, 135, 136, 137, 138, 139, 140, 141, 142, 143, 144, 145, 146, 147, 148, 149, 150, 151]. The amino acids at these positions are: RSFQNKKSLVAFKIMPLEDM.